Task: Predict the reaction yield, written as a fraction of the theoretical maximum amount of product (1.0 means a 100% yield; for example, 0.34 means a 34% yield).. Dataset: Reaction yield outcomes from USPTO patents with 853,638 reactions (1) The reactants are [Li+].CC([N-]C(C)C)C.[Cl:9][C:10]1[C:11]2[S:18][CH:17]=[CH:16][C:12]=2[N:13]=[CH:14][N:15]=1.[I:19]I.O. The catalyst is C1COCC1. The product is [Cl:9][C:10]1[C:11]2[S:18][C:17]([I:19])=[CH:16][C:12]=2[N:13]=[CH:14][N:15]=1. The yield is 0.750. (2) The reactants are Cl[CH2:2][CH2:3][O:4][C:5]1[C:13]2[C:8](=[N:9][CH:10]=[N:11][C:12]=2[NH:14][C:15]2[CH:20]=[CH:19][C:18]([O:21][CH2:22][C:23]3[CH:28]=[CH:27][CH:26]=[CH:25][N:24]=3)=[C:17]([Cl:29])[CH:16]=2)[NH:7][N:6]=1.[NH:30]1[CH2:34][CH2:33][C@H:32]([OH:35])[CH2:31]1. No catalyst specified. The product is [Cl:29][C:17]1[CH:16]=[C:15]([NH:14][C:12]2[N:11]=[CH:10][N:9]=[C:8]3[NH:7][N:6]=[C:5]([O:4][CH2:3][CH2:2][N:30]4[CH2:34][CH2:33][C@H:32]([OH:35])[CH2:31]4)[C:13]=23)[CH:20]=[CH:19][C:18]=1[O:21][CH2:22][C:23]1[CH:28]=[CH:27][CH:26]=[CH:25][N:24]=1. The yield is 0.170. (3) The catalyst is ClCCl.O1CCCC1.CC([O-])=O.CC([O-])=O.[Pd+2].C(OCC)(=O)C.C(N(CC)CC)C. The yield is 0.830. The product is [OH:15][C:16]1[CH:21]=[CH:20][C:19]([N:22]2[C:30]3[C:25](=[CH:26][CH:27]=[CH:28][CH:29]=3)[C:24]([CH:31]=[N:32][OH:33])=[C:23]2[CH3:34])=[CH:18][CH:17]=1. The reactants are C([SiH](CC)CC)C.C([O:15][C:16]1[CH:21]=[CH:20][C:19]([N:22]2[C:30]3[C:25](=[CH:26][CH:27]=[CH:28][CH:29]=3)[C:24]([CH:31]=[N:32][OH:33])=[C:23]2[CH3:34])=[CH:18][CH:17]=1)C1C=CC=CC=1.[Cl-].[NH4+].[F-].C([N+](CCCC)(CCCC)CCCC)CCC. (4) The reactants are Cl[C:2]1[N:9]=[CH:8][CH:7]=[CH:6][C:3]=1[C:4]#[N:5].[F:10][C:11]1[CH:12]=[CH:13][C:14]([O:20][CH3:21])=[C:15](B(O)O)[CH:16]=1. No catalyst specified. The product is [F:10][C:11]1[CH:16]=[CH:15][C:14]([O:20][CH3:21])=[C:13]([C:2]2[N:9]=[CH:8][CH:7]=[CH:6][C:3]=2[C:4]#[N:5])[CH:12]=1. The yield is 0.890. (5) The reactants are [N:1]1[CH:6]=[CH:5][CH:4]=[CH:3][C:2]=1[CH2:7][N:8]1[CH:12]=[C:11]([C:13]2[C:21]3[C:16](=[N:17][CH:18]=[C:19]([C:22]4[CH:27]=[CH:26][C:25]([CH:28]5[CH2:33][CH2:32][N:31](C(OC(C)(C)C)=O)[CH2:30][CH2:29]5)=[CH:24][CH:23]=4)[CH:20]=3)[NH:15][CH:14]=2)[CH:10]=[N:9]1. The catalyst is C(O)(C(F)(F)F)=O.C(Cl)Cl. The product is [NH:31]1[CH2:32][CH2:33][CH:28]([C:25]2[CH:24]=[CH:23][C:22]([C:19]3[CH:20]=[C:21]4[C:13]([C:11]5[CH:10]=[N:9][N:8]([CH2:7][C:2]6[CH:3]=[CH:4][CH:5]=[CH:6][N:1]=6)[CH:12]=5)=[CH:14][NH:15][C:16]4=[N:17][CH:18]=3)=[CH:27][CH:26]=2)[CH2:29][CH2:30]1. The yield is 0.111. (6) The reactants are C([N:8]1[CH2:13][CH2:12][C:11]2[C:14]3[CH:20]=[CH:19][CH:18]=[CH:17][C:15]=3[O:16][C:10]=2[CH2:9]1)C1C=CC=CC=1.Cl[C:22]([O:24][CH3:25])=[O:23]. The catalyst is ClC(Cl)C. The product is [CH2:9]1[C:10]2[O:16][C:15]3[CH:17]=[CH:18][CH:19]=[CH:20][C:14]=3[C:11]=2[CH2:12][CH2:13][N:8]1[C:22]([O:24][CH3:25])=[O:23]. The yield is 0.857. (7) The reactants are [Cl:1][C:2]1[CH:7]=[CH:6][C:5]([CH2:8][C:9]#[N:10])=[CH:4][C:3]=1[OH:11].C([O-])([O-])=O.[K+].[K+].[CH:18]1[CH:23]=[CH:22][C:21]([CH2:24]Br)=[CH:20][CH:19]=1. The catalyst is CC#N. The product is [CH2:24]([O:11][C:3]1[CH:4]=[C:5]([CH2:8][C:9]#[N:10])[CH:6]=[CH:7][C:2]=1[Cl:1])[C:21]1[CH:22]=[CH:23][CH:18]=[CH:19][CH:20]=1. The yield is 0.600. (8) The reactants are [NH2:1][C:2]1[N:6]([C@H:7]2[O:13][C@@H:12]([CH2:14][OH:15])[C@H:10]([OH:11])[C@@H:8]2[OH:9])[N:5]=[CH:4][C:3]=1[C:16]#[N:17].OO.C([OH:22])C. The catalyst is [OH-].[NH4+]. The product is [NH2:1][C:2]1[N:6]([C@H:7]2[O:13][C@@H:12]([CH2:14][OH:15])[C@H:10]([OH:11])[C@@H:8]2[OH:9])[N:5]=[CH:4][C:3]=1[C:16]([NH2:17])=[O:22]. The yield is 0.710. (9) The reactants are [C:1](Cl)([O:3][CH2:4][C:5]1[CH:10]=[CH:9][CH:8]=[CH:7][CH:6]=1)=[O:2].[NH2:12][C:13]1[CH:14]=[CH:15][C:16]2[CH2:22][CH2:21][CH2:20][N:19]([C:23]([O:25][C:26]([CH3:29])([CH3:28])[CH3:27])=[O:24])[CH2:18][C:17]=2[CH:30]=1.C(N(CC)CC)C. The catalyst is C1COCC1.O. The product is [CH2:4]([O:3][C:1]([NH:12][C:13]1[CH:14]=[CH:15][C:16]2[CH2:22][CH2:21][CH2:20][N:19]([C:23]([O:25][C:26]([CH3:28])([CH3:27])[CH3:29])=[O:24])[CH2:18][C:17]=2[CH:30]=1)=[O:2])[C:5]1[CH:10]=[CH:9][CH:8]=[CH:7][CH:6]=1. The yield is 0.770. (10) The reactants are [C:1]([O:4][C:5](=[O:7])[CH3:6])(=[O:3])C.[C:8](O)(=[O:10])[CH3:9]. The product is [CH3:9][C:8]([CH:6]1[C:1](=[O:3])[O:4][C:5]1=[O:7])=[O:10]. No catalyst specified. The yield is 0.860.